From a dataset of Full USPTO retrosynthesis dataset with 1.9M reactions from patents (1976-2016). Predict the reactants needed to synthesize the given product. (1) Given the product [CH2:1]([N:8]([CH2:9][CH2:10][C:11]1[CH:12]=[C:13]([CH2:18][N:19]2[CH2:20][CH2:21][C:22]3([O:27][CH2:26][CH2:25][N:24]([C:28]([C:30]4[N:31]=[C:32]([CH:35]([CH3:37])[CH3:36])[S:33][CH:34]=4)=[O:29])[CH2:23]3)[CH2:38][CH2:39]2)[CH:14]=[CH:15][C:16]=1[F:17])[CH2:59][C:58]([C:48]1[C:49]2[S:53][C:52]([O:54][CH:55]([CH3:57])[CH3:56])=[N:51][C:50]=2[C:45]([O:44][C:40]([CH3:41])([CH3:42])[CH3:43])=[CH:46][CH:47]=1)=[O:61])[C:2]1[CH:3]=[CH:4][CH:5]=[CH:6][CH:7]=1, predict the reactants needed to synthesize it. The reactants are: [CH2:1]([NH:8][CH2:9][CH2:10][C:11]1[CH:12]=[C:13]([CH2:18][N:19]2[CH2:39][CH2:38][C:22]3([O:27][CH2:26][CH2:25][N:24]([C:28]([C:30]4[N:31]=[C:32]([CH:35]([CH3:37])[CH3:36])[S:33][CH:34]=4)=[O:29])[CH2:23]3)[CH2:21][CH2:20]2)[CH:14]=[CH:15][C:16]=1[F:17])[C:2]1[CH:7]=[CH:6][CH:5]=[CH:4][CH:3]=1.[C:40]([O:44][C:45]1[C:50]2[N:51]=[C:52]([O:54][CH:55]([CH3:57])[CH3:56])[S:53][C:49]=2[C:48]([C:58](=[O:61])[CH2:59]Cl)=[CH:47][CH:46]=1)([CH3:43])([CH3:42])[CH3:41].C(NC(C)C)(C)C.[I-].[Na+]. (2) Given the product [NH2:15][C:13]1[NH:12][N:11]=[C:10]([NH:9][C:5]2[CH:6]=[C:7]([Cl:8])[C:2]([C:55]3[CH:54]=[CH:53][C:52]([S:49]([NH:48][C:44]([CH3:47])([CH3:46])[CH3:45])(=[O:50])=[O:51])=[CH:57][CH:56]=3)=[C:3]([Cl:16])[CH:4]=2)[N:14]=1, predict the reactants needed to synthesize it. The reactants are: Br[C:2]1[C:7]([Cl:8])=[CH:6][C:5]([NH:9][C:10]2[N:14]=[C:13]([NH2:15])[NH:12][N:11]=2)=[CH:4][C:3]=1[Cl:16].CN1C(C)(C)CC(SC2C=CC(B3OC(C)(C)C(C)(C)O3)=CC=2)CC1(C)C.[C:44]([NH:48][S:49]([C:52]1[CH:57]=[CH:56][C:55](B(O)O)=[CH:54][CH:53]=1)(=[O:51])=[O:50])([CH3:47])([CH3:46])[CH3:45].C([O-])([O-])=O.[K+].[K+]. (3) Given the product [CH:1]1([C:4]2[O:16][C:8]([C:9]3[CH:14]=[CH:13][CH:12]=[C:11]([I:15])[CH:10]=3)=[N:7][N:6]=2)[CH2:2][CH2:3]1, predict the reactants needed to synthesize it. The reactants are: [CH:1]1([C:4]([NH:6][NH:7][C:8](=[O:16])[C:9]2[CH:14]=[CH:13][CH:12]=[C:11]([I:15])[CH:10]=2)=O)[CH2:3][CH2:2]1.C1(P(C2C=CC=CC=2)C2C=CC=CC=2)C=CC=CC=1.C(Cl)(Cl)(Cl)Cl.C(N(CC)CC)C. (4) Given the product [F:15][C:16]1[CH:21]=[CH:20][CH:19]=[CH:18][C:17]=1[CH2:22][CH2:23][C:24]([NH:1][C@H:2]1[CH2:3][CH2:4][C@H:5]([C:8]2[CH:9]=[CH:10][C:11]([OH:14])=[CH:12][N:13]=2)[CH2:6][CH2:7]1)=[O:25], predict the reactants needed to synthesize it. The reactants are: [NH2:1][C@H:2]1[CH2:7][CH2:6][C@H:5]([C:8]2[N:13]=[CH:12][C:11]([OH:14])=[CH:10][CH:9]=2)[CH2:4][CH2:3]1.[F:15][C:16]1[CH:21]=[CH:20][CH:19]=[CH:18][C:17]=1[CH2:22][CH2:23][C:24](O)=[O:25]. (5) Given the product [C:6]([CH2:8][N:9]1[CH2:17][C:16]2([CH2:18][C:19]3[CH:24]=[CH:23][C:22]([Br:25])=[CH:21][CH:20]=3)[N:12]([C:13](=[O:35])[N:14]([C:27]3[CH:28]=[C:29]([Cl:34])[CH:30]=[C:31]([Cl:33])[CH:32]=3)[C:15]2=[O:26])[CH2:11][CH2:10]1)([OH:7])=[O:5], predict the reactants needed to synthesize it. The reactants are: C([O:5][C:6]([CH2:8][N:9]1[CH2:17][C:16]2([CH2:18][C:19]3[CH:24]=[CH:23][C:22]([Br:25])=[CH:21][CH:20]=3)[N:12]([C:13](=[O:35])[N:14]([C:27]3[CH:32]=[C:31]([Cl:33])[CH:30]=[C:29]([Cl:34])[CH:28]=3)[C:15]2=[O:26])[CH2:11][CH2:10]1)=[O:7])(C)(C)C.C(O)(C(F)(F)F)=O.